Dataset: Catalyst prediction with 721,799 reactions and 888 catalyst types from USPTO. Task: Predict which catalyst facilitates the given reaction. (1) Reactant: [CH2:1]1[C:9]2[C:4](=[CH:5][CH:6]=[CH:7][CH:8]=2)[CH2:3][C:2]1=O.Cl.[C:12]1([NH:18]N)[CH:17]=[CH:16][CH:15]=[CH:14][CH:13]=1.CC(O)C.C([O-])(O)=O.[Na+]. Product: [CH:14]1[CH:15]=[CH:16][CH:17]=[C:12]2[C:13]=1[C:1]1[C:9]3[C:4](=[CH:5][CH:6]=[CH:7][CH:8]=3)[CH2:3][C:2]=1[NH:18]2. The catalyst class is: 6. (2) Product: [Br:1][C:2]1[CH:7]=[CH:6][C:5]([O:8][C:12]([CH3:21])([CH3:20])[C:13]([O:15][C:16]([CH3:19])([CH3:18])[CH3:17])=[O:14])=[CH:4][CH:3]=1. Reactant: [Br:1][C:2]1[CH:7]=[CH:6][C:5]([OH:8])=[CH:4][CH:3]=1.[OH-].[K+].Br[C:12]([CH3:21])([CH3:20])[C:13]([O:15][C:16]([CH3:19])([CH3:18])[CH3:17])=[O:14]. The catalyst class is: 8. (3) Reactant: [F:1][C:2]1[C:11]([F:12])=[C:10]2[C:5]([N:6]=[CH:7][C:8](=[O:13])[NH:9]2)=[CH:4][CH:3]=1.[H-].[Na+].FC1C=C2C(C=CC(=O)N2CCN2CCC(NCC3C=CC4OCC(=O)NC=4N=3)CC2)=CC=1.COC1C=C2C(C=CC(=O)N2[CH2:61][CH2:62][N:63]2[CH2:68][CH2:67][CH:66]([NH:69][C:70](=[O:76])[O:71][C:72]([CH3:75])([CH3:74])[CH3:73])[CH2:65][CH2:64]2)=CC=1. Product: [F:1][C:2]1[C:11]([F:12])=[C:10]2[C:5]([N:6]=[CH:7][C:8](=[O:13])[N:9]2[CH2:61][CH2:62][N:63]2[CH2:68][CH2:67][CH:66]([NH:69][C:70](=[O:76])[O:71][C:72]([CH3:75])([CH3:74])[CH3:73])[CH2:65][CH2:64]2)=[CH:4][CH:3]=1. The catalyst class is: 13. (4) Reactant: [Br:1][C:2]1[C:3]([OH:13])=[C:4]([C:10](=[O:12])[CH3:11])[CH:5]=[C:6]([Cl:9])[C:7]=1[CH3:8].S(OC)(O[CH3:18])(=O)=O.C(=O)([O-])[O-].[K+].[K+]. Product: [Br:1][C:2]1[C:3]([O:13][CH3:18])=[C:4]([C:10](=[O:12])[CH3:11])[CH:5]=[C:6]([Cl:9])[C:7]=1[CH3:8]. The catalyst class is: 21.